This data is from Forward reaction prediction with 1.9M reactions from USPTO patents (1976-2016). The task is: Predict the product of the given reaction. (1) Given the reactants CO[C:3]1[CH:25]=[CH:24][C:6]([O:7][C:8]2[CH:9]=[C:10]3[C:15](=[CH:16][CH:17]=2)O[CH:13](C2C=CC=CC=2)[CH2:12][CH2:11]3)=[C:5]([N+:26]([O-:28])=[O:27])[CH:4]=1.[C:29]1(C2C[C:34]3[C:29](=[CH:30][CH:31]=[C:32](O)[CH:33]=3)C2)[CH:34]=[CH:33][CH:32]=[CH:31][CH:30]=1.ClC1C=CC=CC=1[N+]([O-])=O, predict the reaction product. The product is: [N+:26]([C:5]1[CH:4]=[CH:3][CH:25]=[CH:24][C:6]=1[O:7][C:8]1[CH:9]=[C:10]2[C:15](=[CH:16][CH:17]=1)[CH2:13][CH:12]([C:29]1[CH:34]=[CH:33][CH:32]=[CH:31][CH:30]=1)[CH2:11]2)([O-:28])=[O:27]. (2) Given the reactants [Cl:1][C:2]1[N:11]=[C:10](Cl)[C:9]2[C:4](=[CH:5][CH:6]=[CH:7][CH:8]=2)[N:3]=1.[CH3:13][NH:14][CH3:15], predict the reaction product. The product is: [Cl:1][C:2]1[N:11]=[C:10]([N:14]([CH3:15])[CH3:13])[C:9]2[C:4](=[CH:5][CH:6]=[CH:7][CH:8]=2)[N:3]=1.